From a dataset of Forward reaction prediction with 1.9M reactions from USPTO patents (1976-2016). Predict the product of the given reaction. (1) Given the reactants [CH3:1][NH:2][S:3]([CH2:6][CH2:7][C:8]1[CH:13]=[CH:12][C:11]([NH2:14])=[C:10](Br)[CH:9]=1)(=[O:5])=[O:4].CCO.[C:19]1(B(O)O)[CH2:24][CH2:23][CH2:22][CH2:21][CH:20]=1.C([O-])([O-])=O.[Na+].[Na+], predict the reaction product. The product is: [CH3:1][NH:2][S:3]([CH2:6][CH2:7][C:8]1[CH:13]=[CH:12][C:11]([NH2:14])=[C:10]([C:19]2[CH2:24][CH2:23][CH2:22][CH2:21][CH:20]=2)[CH:9]=1)(=[O:5])=[O:4]. (2) Given the reactants Cl.[S:2]1[CH:6]=[N:5][N:4]=[C:3]1[C:7](=[NH:9])[NH2:8].[Br:10][C:11]1[CH:18]=[C:17]([F:19])[CH:16]=[CH:15][C:12]=1[CH:13]=O.O=[C:21]([CH3:28])[CH2:22][C:23]([O:25][CH2:26][CH3:27])=[O:24], predict the reaction product. The product is: [Br:10][C:11]1[CH:18]=[C:17]([F:19])[CH:16]=[CH:15][C:12]=1[CH:13]1[C:22]([C:23]([O:25][CH2:26][CH3:27])=[O:24])=[C:21]([CH3:28])[NH:8][C:7]([C:3]2[S:2][CH:6]=[N:5][N:4]=2)=[N:9]1.